Dataset: Full USPTO retrosynthesis dataset with 1.9M reactions from patents (1976-2016). Task: Predict the reactants needed to synthesize the given product. Given the product [F:34][C:35]1[CH:42]=[CH:41][C:38]([CH2:39][N:21]2[CH2:22][CH:18]([CH2:17][CH2:16][O:15][C:12]3[CH:11]=[CH:10][C:9]([CH2:8][C:7]([CH3:32])([O:25][C:26]4[CH:27]=[CH:28][CH:29]=[CH:30][CH:31]=4)[C:6]([OH:5])=[O:33])=[CH:14][CH:13]=3)[N:19]([CH3:24])[C:20]2=[O:23])=[CH:37][C:36]=1[C:43]([F:44])([F:45])[F:46], predict the reactants needed to synthesize it. The reactants are: [H-].[Na+].C([O:5][C:6](=[O:33])[C:7]([CH3:32])([O:25][C:26]1[CH:31]=[CH:30][CH:29]=[CH:28][CH:27]=1)[CH2:8][C:9]1[CH:14]=[CH:13][C:12]([O:15][CH2:16][CH2:17][CH:18]2[CH2:22][NH:21][C:20](=[O:23])[N:19]2[CH3:24])=[CH:11][CH:10]=1)C.[F:34][C:35]1[CH:42]=[CH:41][C:38]([CH2:39]Br)=[CH:37][C:36]=1[C:43]([F:46])([F:45])[F:44].